Dataset: SARS-CoV-2 main protease (3CLPro) crystallographic fragment screen with 879 compounds. Task: Binary Classification. Given a drug SMILES string, predict its activity (active/inactive) in a high-throughput screening assay against a specified biological target. (1) The drug is COC(=O)C1CCN(C(=O)NC(C)(C)C)CC1. The result is 0 (inactive). (2) The result is 0 (inactive). The drug is CS(=O)(=O)N1CCC[C@@H]1CN. (3) The drug is CCc1ncc(CNC)s1. The result is 0 (inactive). (4) The drug is Cc1cc(C(=O)NCC2CCOC2)on1. The result is 0 (inactive). (5) The molecule is COC(=O)[C@H]1CCC[C@H]1c1cnn(C)c1. The result is 0 (inactive).